Dataset: Forward reaction prediction with 1.9M reactions from USPTO patents (1976-2016). Task: Predict the product of the given reaction. (1) Given the reactants [Cl:1][CH2:2][CH2:3][CH2:4][CH2:5][CH2:6][CH2:7]O.Cl.[F:10][C:11]1[CH:16]=[CH:15][C:14]([NH:17]N)=[CH:13][CH:12]=1, predict the reaction product. The product is: [Cl:1][CH2:2][CH2:3][CH2:4][CH2:5][C:6]1[C:15]2[C:14](=[CH:13][CH:12]=[C:11]([F:10])[CH:16]=2)[NH:17][CH:7]=1. (2) Given the reactants Cl[C:2]1[C:3]([C:11]([NH2:13])=[O:12])=[N:4][C:5]([CH2:9][CH3:10])=[C:6]([Cl:8])[N:7]=1.[CH3:14][S:15]([C:18]1[CH:19]=[C:20]([CH:22]=[CH:23][CH:24]=1)[NH2:21])(=[O:17])=[O:16].C(N(CC)C(C)C)(C)C, predict the reaction product. The product is: [Cl:8][C:6]1[N:7]=[C:2]([NH:21][C:20]2[CH:22]=[CH:23][CH:24]=[C:18]([S:15]([CH3:14])(=[O:17])=[O:16])[CH:19]=2)[C:3]([C:11]([NH2:13])=[O:12])=[N:4][C:5]=1[CH2:9][CH3:10]. (3) Given the reactants [H-].[Na+].[Cl:3][C:4]1[CH:5]=[CH:6][C:7]([CH3:23])=[C:8]([CH:10]([OH:22])[CH2:11][CH2:12][N:13]([CH3:21])[C:14](=[O:20])[O:15][C:16]([CH3:19])([CH3:18])[CH3:17])[CH:9]=1.Br[CH2:25][C:26]([O:28][CH2:29][CH3:30])=[O:27].[NH4+].[Cl-], predict the reaction product. The product is: [C:16]([O:15][C:14]([N:13]([CH3:21])[CH2:12][CH2:11][CH:10]([C:8]1[CH:9]=[C:4]([Cl:3])[CH:5]=[CH:6][C:7]=1[CH3:23])[O:22][CH2:25][C:26]([O:28][CH2:29][CH3:30])=[O:27])=[O:20])([CH3:19])([CH3:17])[CH3:18]. (4) Given the reactants [F:1][C:2]1[CH:3]=[C:4]([CH:10]2[CH2:12][CH:11]2[C:13]([OH:15])=O)[CH:5]=[CH:6][C:7]=1[O:8][CH3:9].O=S(Cl)[Cl:18], predict the reaction product. The product is: [F:1][C:2]1[CH:3]=[C:4]([CH:10]2[CH2:12][CH:11]2[C:13]([Cl:18])=[O:15])[CH:5]=[CH:6][C:7]=1[O:8][CH3:9]. (5) Given the reactants [CH:1]([C:3]1[C:11]2[C:6](=[CH:7][CH:8]=[C:9]([C:12]([O:14][CH3:15])=[O:13])[CH:10]=2)[NH:5][CH:4]=1)=O.O.C1(C)C=CC(S(O)(=O)=O)=CC=1, predict the reaction product. The product is: [CH3:1][C:3]1[C:11]2[C:6](=[CH:7][CH:8]=[C:9]([C:12]([O:14][CH3:15])=[O:13])[CH:10]=2)[NH:5][CH:4]=1.